From a dataset of Full USPTO retrosynthesis dataset with 1.9M reactions from patents (1976-2016). Predict the reactants needed to synthesize the given product. (1) Given the product [CH3:62][C:48]1[N:49]=[C:50]([C:52]2[CH:57]=[CH:56][C:55]([C:58]([F:61])([F:59])[F:60])=[CH:54][CH:53]=2)[S:51][C:47]=1[CH2:46][N:43]1[C:44]2[C:40](=[CH:39][CH:38]=[C:37]([O:36][CH2:35][C:34]([OH:63])=[O:33])[CH:45]=2)[CH:41]=[CH:42]1, predict the reactants needed to synthesize it. The reactants are: CC1N=C(C2C=CC(C(F)(F)F)=CC=2)SC=1CN1C2C(=C(OCC(O)=O)C=CC=2)C=C1.C[O:33][C:34](=[O:63])[CH2:35][O:36][C:37]1[CH:45]=[C:44]2[C:40]([CH:41]=[CH:42][N:43]2[CH2:46][C:47]2[S:51][C:50]([C:52]3[CH:57]=[CH:56][C:55]([C:58]([F:61])([F:60])[F:59])=[CH:54][CH:53]=3)=[N:49][C:48]=2[CH3:62])=[CH:39][CH:38]=1. (2) Given the product [CH2:20]([O:19][C:17](=[O:18])[C:16](=[CH:10][CH:9]([C:3]1[C:2]([CH3:1])=[C:7]([Cl:8])[CH:6]=[CH:5][N:4]=1)[CH:12]1[CH2:14][CH2:13]1)[C:15]([O:23][CH2:24][CH3:25])=[O:22])[CH3:21], predict the reactants needed to synthesize it. The reactants are: [CH3:1][C:2]1[C:3]([CH:9]([CH:12]2[CH2:14][CH2:13]2)[CH:10]=O)=[N:4][CH:5]=[CH:6][C:7]=1[Cl:8].[C:15]([O:23][CH2:24][CH3:25])(=[O:22])[CH2:16][C:17]([O:19][CH2:20][CH3:21])=[O:18].N1CCCCC1.C(O)(=O)C. (3) Given the product [O:27]1[C:32]2=[CH:33][CH:34]=[CH:35][C:31]2=[CH:30][C:29]([CH:36]2[CH2:41][CH2:40][CH2:39][CH2:38][N:37]2[CH2:42][CH2:43][C@H:44]2[CH2:45][CH2:46][C@H:47]([NH:50][C:4](=[O:5])[CH2:3][C@H:2]([OH:1])[CH2:8][CH3:9])[CH2:48][CH2:49]2)=[CH:28]1, predict the reactants needed to synthesize it. The reactants are: [OH:1][C@H:2]([CH2:8][CH3:9])[CH2:3][C:4](OC)=[O:5].C[Si](C)(C)[O-].[K+].C(N(CC)C(C)C)(C)C.Cl.Cl.[O:27]1[C:32]2=[CH:33][CH:34]=[CH:35][C:31]2=[CH:30][C:29]([CH:36]2[CH2:41][CH2:40][CH2:39][CH2:38][N:37]2[CH2:42][CH2:43][C@H:44]2[CH2:49][CH2:48][C@H:47]([NH2:50])[CH2:46][CH2:45]2)=[CH:28]1.CN(C(ON1N=NC2C=CC=CC1=2)=[N+](C)C)C.[B-](F)(F)(F)F.C([O-])(O)=O.[Na+]. (4) Given the product [Br:12][CH2:1][C:2]1[N:3]=[N:4][C:5]([C:8]([F:9])([F:11])[F:10])=[CH:6][CH:7]=1, predict the reactants needed to synthesize it. The reactants are: [CH3:1][C:2]1[N:3]=[N:4][C:5]([C:8]([F:11])([F:10])[F:9])=[CH:6][CH:7]=1.[Br:12]N1C(=O)CCC1=O.N(C(C)(C)C#N)=NC(C)(C)C#N. (5) Given the product [CH:24]([C:17]1[C:18]2[C:23](=[CH:22][CH:21]=[CH:20][CH:19]=2)[N:15]([S:12]([C:9]2[CH:8]=[CH:7][C:6]([C:5]([OH:27])=[O:4])=[CH:11][CH:10]=2)(=[O:13])=[O:14])[CH:16]=1)([CH3:26])[CH3:25], predict the reactants needed to synthesize it. The reactants are: [OH-].[Na+].C[O:4][C:5](=[O:27])[C:6]1[CH:11]=[CH:10][C:9]([S:12]([N:15]2[C:23]3[C:18](=[CH:19][CH:20]=[CH:21][CH:22]=3)[C:17]([CH:24]([CH3:26])[CH3:25])=[CH:16]2)(=[O:14])=[O:13])=[CH:8][CH:7]=1. (6) Given the product [OH:1][CH2:2][CH2:3][O:4][C:5]1[CH:6]=[CH:7][C:8]([C:11]2[C:16]([C:17]#[N:18])=[CH:15][N:14]=[C:13]([SH:19])[C:12]=2[C:26]#[N:27])=[CH:9][CH:10]=1, predict the reactants needed to synthesize it. The reactants are: [OH:1][CH2:2][CH2:3][O:4][C:5]1[CH:10]=[CH:9][C:8]([C:11]2[C:16]([C:17]#[N:18])=[CH:15][N:14]=[C:13]([S:19]C3C=CC=CC=3)[C:12]=2[C:26]#[N:27])=[CH:7][CH:6]=1.[S-2].[Na+].[Na+].Cl. (7) Given the product [C:25]([O:29][C:30](=[O:31])[NH:32][C:33]1([C:38]2[NH:23][C:20]3[CH:21]=[CH:22][C:17]([Cl:16])=[CH:18][C:19]=3[N:24]=2)[CH2:37][CH2:36][O:35][CH2:34]1)([CH3:28])([CH3:26])[CH3:27], predict the reactants needed to synthesize it. The reactants are: C1(N=C=NC2CCCCC2)CCCCC1.[Cl:16][C:17]1[CH:22]=[CH:21][C:20]([NH2:23])=[C:19]([NH2:24])[CH:18]=1.[C:25]([O:29][C:30]([NH:32][C:33]1([C:38](O)=O)[CH2:37][CH2:36][O:35][CH2:34]1)=[O:31])([CH3:28])([CH3:27])[CH3:26].